Dataset: Cav3 T-type calcium channel HTS with 100,875 compounds. Task: Binary Classification. Given a drug SMILES string, predict its activity (active/inactive) in a high-throughput screening assay against a specified biological target. (1) The drug is O=C1N(C(\C(C1=O)=C(/O)c1ccc(OC)cc1)c1cc(OC)c(O)cc1)CCCOC. The result is 0 (inactive). (2) The drug is S(c1nc2n([nH]cc2c(=O)n1)c1ccc(cc1)C)C(C)C(OCC)=O. The result is 0 (inactive). (3) The result is 0 (inactive). The drug is S(CC(=O)C(C)(C)C)c1nc(cc(c1C#N)C)C.